Dataset: Peptide-MHC class II binding affinity with 134,281 pairs from IEDB. Task: Regression. Given a peptide amino acid sequence and an MHC pseudo amino acid sequence, predict their binding affinity value. This is MHC class II binding data. (1) The peptide sequence is WLGARYLEFEALGFLKK. The MHC is DRB1_0901 with pseudo-sequence DRB1_0901. The binding affinity (normalized) is 0.532. (2) The peptide sequence is TMTQMNQAFRNIVNM. The MHC is DRB3_0202 with pseudo-sequence DRB3_0202. The binding affinity (normalized) is 0.210. (3) The peptide sequence is PEQPFPEQPEQ. The MHC is HLA-DQA10501-DQB10201 with pseudo-sequence HLA-DQA10501-DQB10201. The binding affinity (normalized) is 0.0687. (4) The peptide sequence is ILTLTRALAAESHMD. The MHC is DRB1_0101 with pseudo-sequence DRB1_0101. The binding affinity (normalized) is 0.771. (5) The peptide sequence is TLELLYADTVAFCFR. The MHC is DRB1_1101 with pseudo-sequence DRB1_1101. The binding affinity (normalized) is 0.153.